Dataset: Full USPTO retrosynthesis dataset with 1.9M reactions from patents (1976-2016). Task: Predict the reactants needed to synthesize the given product. The reactants are: C(OC([NH:8][CH2:9][C:10]1[CH:11]=[C:12]([CH2:25][C:26]([O:28]C)=[O:27])[CH:13]=[CH:14][C:15]=1[CH2:16][NH:17]C(OC(C)(C)C)=O)=O)(C)(C)C.[OH-].[Na+].Cl. Given the product [NH2:8][CH2:9][C:10]1[CH:11]=[C:12]([CH2:25][C:26]([OH:28])=[O:27])[CH:13]=[CH:14][C:15]=1[CH2:16][NH2:17], predict the reactants needed to synthesize it.